From a dataset of Peptide-MHC class I binding affinity with 185,985 pairs from IEDB/IMGT. Regression. Given a peptide amino acid sequence and an MHC pseudo amino acid sequence, predict their binding affinity value. This is MHC class I binding data. (1) The peptide sequence is LPTWLGAAI. The MHC is HLA-B48:01 with pseudo-sequence HLA-B48:01. The binding affinity (normalized) is 0.0847. (2) The peptide sequence is KVSCTILAAV. The MHC is HLA-A02:06 with pseudo-sequence HLA-A02:06. The binding affinity (normalized) is 0.765. (3) The peptide sequence is RPMTYKAAL. The MHC is HLA-B44:02 with pseudo-sequence HLA-B44:02. The binding affinity (normalized) is 0. (4) The MHC is HLA-A02:01 with pseudo-sequence HLA-A02:01. The binding affinity (normalized) is 0.825. The peptide sequence is RTFLIDLAFL. (5) The peptide sequence is KEALAPVPI. The MHC is Mamu-B52 with pseudo-sequence Mamu-B52. The binding affinity (normalized) is 0.335. (6) The peptide sequence is GSTHVSWPK. The MHC is HLA-A33:01 with pseudo-sequence HLA-A33:01. The binding affinity (normalized) is 0.185. (7) The binding affinity (normalized) is 0.738. The MHC is Mamu-A07 with pseudo-sequence Mamu-A07. The peptide sequence is NHINAELSL. (8) The peptide sequence is YPAVINSNI. The MHC is HLA-A31:01 with pseudo-sequence HLA-A31:01. The binding affinity (normalized) is 0.0847.